Predict which catalyst facilitates the given reaction. From a dataset of Catalyst prediction with 721,799 reactions and 888 catalyst types from USPTO. (1) Reactant: [C:1]([O:5][C:6]([NH:8][C@@H:9]([CH:13]1[CH2:18][CH2:17][CH2:16][CH2:15][CH2:14]1)[C:10]([OH:12])=O)=[O:7])([CH3:4])([CH3:3])[CH3:2].C1C=CC2N(O)N=NC=2C=1.CN(C(ON1N=NC2C=CC=CC1=2)=[N+](C)C)C.F[P-](F)(F)(F)(F)F.[NH:53]1[CH2:57][CH2:56][CH2:55][C@H:54]1[C:58]1[CH:63]=[CH:62][N:61]=[C:60]([N:64]2[C:68]3[CH:69]=[CH:70][CH:71]=[CH:72][C:67]=3[N:66]=[CH:65]2)[CH:59]=1.C(N(C(C)C)CC)(C)C. The catalyst class is: 18. Product: [C:1]([O:5][C:6](=[O:7])[NH:8][C@@H:9]([CH:13]1[CH2:18][CH2:17][CH2:16][CH2:15][CH2:14]1)[C:10]([N:53]1[CH2:57][CH2:56][CH2:55][C@H:54]1[C:58]1[CH:63]=[CH:62][N:61]=[C:60]([N:64]2[C:68]3[CH:69]=[CH:70][CH:71]=[CH:72][C:67]=3[N:66]=[CH:65]2)[CH:59]=1)=[O:12])([CH3:2])([CH3:3])[CH3:4]. (2) Reactant: [Cl:1][C:2]1[C:7]2[NH:8][C:9]([CH:11]3[CH2:16][CH2:15][O:14][CH2:13][CH2:12]3)=[N:10][C:6]=2[CH:5]=[C:4]([OH:17])[CH:3]=1.[Cl:18][C:19]1[CH:24]=[C:23](Cl)[N:22]=[CH:21][N:20]=1.C(=O)([O-])[O-].[K+].[K+]. Product: [Cl:1][C:2]1[C:7]2[NH:8][C:9]([CH:11]3[CH2:12][CH2:13][O:14][CH2:15][CH2:16]3)=[N:10][C:6]=2[CH:5]=[C:4]([O:17][C:23]2[CH:24]=[C:19]([Cl:18])[N:20]=[CH:21][N:22]=2)[CH:3]=1. The catalyst class is: 3. (3) Reactant: [F:1][C:2]1[CH:24]=[C:23]([F:25])[CH:22]=[C:21]([F:26])[C:3]=1[C:4]([NH:6][C:7]1[CH:12]=[CH:11][CH:10]=[C:9]([C:13]([CH:15]2[CH2:20][CH2:19][NH:18][CH2:17][CH2:16]2)=[O:14])[N:8]=1)=[O:5].[CH:27]1([CH:30]=O)[CH2:29][CH2:28]1.C(O)(=O)C.[Na].C(O[BH-](OC(=O)C)OC(=O)C)(=O)C.[Cl:50]CCl. Product: [ClH:50].[ClH:50].[F:26][C:21]1[CH:22]=[C:23]([F:25])[CH:24]=[C:2]([F:1])[C:3]=1[C:4]([NH:6][C:7]1[CH:12]=[CH:11][CH:10]=[C:9]([C:13]([CH:15]2[CH2:16][CH2:17][N:18]([CH2:30][CH:27]3[CH2:29][CH2:28]3)[CH2:19][CH2:20]2)=[O:14])[N:8]=1)=[O:5]. The catalyst class is: 5. (4) Reactant: [O:1]([CH2:9][CH2:10]/[CH:11]=[CH:12]/[C:13]1[S:17][C:16]([C:18]2[N:23]=[C:22]([NH:24][C:25]3[CH:30]=[CH:29][C:28]([CH2:31][C:32]([O:34][CH2:35][CH3:36])=[O:33])=[CH:27][CH:26]=3)[C:21]([CH2:37][CH3:38])=[C:20]([CH3:39])[N:19]=2)=[CH:15][CH:14]=1)[Si](C(C)(C)C)(C)C.[F-].C([N+](CCCC)(CCCC)CCCC)CCC.O. Product: [CH2:37]([C:21]1[C:22]([NH:24][C:25]2[CH:30]=[CH:29][C:28]([CH2:31][C:32]([O:34][CH2:35][CH3:36])=[O:33])=[CH:27][CH:26]=2)=[N:23][C:18]([C:16]2[S:17][C:13](/[CH:12]=[CH:11]/[CH2:10][CH2:9][OH:1])=[CH:14][CH:15]=2)=[N:19][C:20]=1[CH3:39])[CH3:38]. The catalyst class is: 7.